The task is: Binary Classification. Given a miRNA mature sequence and a target amino acid sequence, predict their likelihood of interaction.. This data is from Experimentally validated miRNA-target interactions with 360,000+ pairs, plus equal number of negative samples. (1) The miRNA is hsa-miR-4295 with sequence CAGUGCAAUGUUUUCCUU. The protein sequence of the target gene is MKSCGVSLATAAAAAAAFGDEEKKMAAGKASGESEEASPSLTAEEREALGGLDSRLFGFVRFHEDGARTKALLGKAVRCYESLILKAEGKVESDFFCQLGHFNLLLEDYPKALSAYQRYYSLQSDYWKNAAFLYGLGLVYFHYNAFQWAIKAFQEVLYVDPSFCRAKEIHLRLGLMFKVNTDYESSLKHFQLALVDCNPCTLSNAEIQFHIAHLYETQRKYHSAKEAYEQLLQTENLSAQVKATVLQQLGWMHHTVDLLGDKATKESYAIQYLQKSLEADPNSGQSWYFLGRCYSSIGKV.... Result: 0 (no interaction). (2) The miRNA is hsa-miR-4311 with sequence GAAAGAGAGCUGAGUGUG. The protein sequence of the target gene is MTSEEMTASVLIPVTQRKVVSAQSAADESSEKVSDINISKAHTVRRSGETSHTISQLNKLKEEPSGSNLPKILSIAREKIVSDENSNEKCWEKIMPDSAKNLNINCNNILRNHQHGLPQRQFYEMYNSVAEEDLCLETGIPSPLERKVFPGIQLELDRPSMGISPLGNQSVIIETGRAHPDSRRAVFHFHYEVDRRMSDTFCTLSENLILDDCGNCVPLPGGEEKQKKNYVAYTCKLMELAKNCDNKNEQLQCDHCDTLNDKYFCFEGSCEKVDMVYSGDSFCRKDFTDSQAAKTFLSHF.... Result: 0 (no interaction). (3) The miRNA is hsa-miR-665 with sequence ACCAGGAGGCUGAGGCCCCU. The protein sequence of the target gene is MEGEPSQPPNSSWPLSQNGTNTEATPATNLTFSSYYQHTSPVAAMFIVAYALIFLLCMVGNTLVCFIVLKNRHMHTVTNMFILNLAVSDLLVGIFCMPTTLVDNLITGWPFDNATCKMSGLVQGMSVSASVFTLVAIAVERFRCIVHPFREKLTLRKALVTIAVIWALALLIMCPSAVTLTVTREEHHFMVDARNRSYPLYSCWEAWPEKGMRRVYTTVLFSHIYLAPLALIVVMYARIARKLCQAPGPAPGGEEAADPRASRRRARVVHMLVMVALFFTLSWLPLWALLLLIDYGQLSA.... Result: 1 (interaction). (4) The protein sequence of the target gene is MAPSHPAFQFWIHLYLWCLLLMPAVLAQQGSHTHAEDRLFKHLFGGYNRWARPVPNTSDVVIVRFGLSIAQLIDVDEKNQMMTTNVWLKQEWNDYKLRWDPAEFGNITSLRVPSEMIWIPDIVLYNNADGEFAVTHMTKAHLFFTGTVHWVPPAIYKSSCSIDVTFFPFDQQNCKMKFGSWTYDKAKIDLEQMERTVDLKDYWESGEWAIINATGTYNSKKYDCCAEIYPDVTYYFVIRRLPLFYTINLIIPCLLISCLTVLVFYLPSECGEKITLCISVLLSLTVFLLLITEIIPSTSL.... The miRNA is mmu-miR-582-5p with sequence AUACAGUUGUUCAACCAGUUAC. Result: 0 (no interaction). (5) The miRNA is hsa-miR-330-3p with sequence GCAAAGCACACGGCCUGCAGAGA. The protein sequence of the target gene is MADDFGFFSSSESGAPEAAEEDPAAAFLAQQESEIAGIENDEGFGAPAGSHAAPAQPGPTSGAGSEDMGTTVNGDVFQEANGPADGYAAIAQADRLTQEPESIRKWREEQRKRLQELDAASKVTEQEWREKAKKDLEEWNQRQSEQVEKNKINNRIADKAFYQQPDADIIGYVASEEAFVKESKEETPGTEWEKVAQLCDFNPKSSKQCKDVSRLRSVLMSLKQTPLSR. Result: 1 (interaction). (6) The miRNA is hsa-miR-4469 with sequence GCUCCCUCUAGGGUCGCUCGGA. The protein sequence of the target gene is MERIPSAQPPPACLPKAPGLEHGDLPGMYPAHMYQVYKSRRGIKRSEDSKETYKLPHRLIEKKRRDRINECIAQLKDLLPEHLKLTTLGHLEKAVVLELTLKHVKALTNLIDQQQQKIIALQSGLQAGELSGRNVETGQEMFCSGFQTCAREVLQYLAKHENTRDLKSSQLVTHLHRVVSELLQGGTSRKPSDPAPKVMDFKEKPSSPAKGSEGPGKNCVPVIQRTFAHSSGEQSGSDTDTDSGYGGESEKGDLRSEQPCFKSDHGRRFTMGERIGAIKQESEEPPTKKNRMQLSDDEGH.... Result: 1 (interaction). (7) Result: 0 (no interaction). The miRNA is mmu-miR-2136 with sequence CUGGGUGUUGACUGAGAUGUG. The protein sequence of the target gene is MVRLVLPNPGLDARIPSLAELETIEQEEASSRPKWDNKAQYMLTCLGFCVGLGNVWRFPYLCQSHGGGAFMIPFLILLVLEGIPLLYLEFAIGQRLRRGSLGVWSSIHPALKGLGLASMLTSFMVGLYYNTIISWIMWYLFNSFQEPLPWSDCPLNENQTGYVDECARSSPVDYFWYRETLNISTSISDSGSIQWWMLLCLACAWSVLYMCTIRGIETTGKAVYITSTLPYVVLTIFLIRGLTLKGATNGIVFLFTPNVTELAQPDTWLDAGAQVFFSFSLAFGGLISFSSYNSVHNNCE....